Dataset: Full USPTO retrosynthesis dataset with 1.9M reactions from patents (1976-2016). Task: Predict the reactants needed to synthesize the given product. Given the product [CH:37]([C:40]1[CH:41]=[C:42]([CH:46]([CH3:50])[CH2:47][CH:48]=[CH:12][C:6]2[CH:7]=[CH:8][C:9]([O:10][CH3:11])=[C:4]([O:3][CH3:2])[CH:5]=2)[CH:43]=[CH:44][CH:45]=1)([CH3:39])[CH3:38], predict the reactants needed to synthesize it. The reactants are: [Br-].[CH3:2][O:3][C:4]1[CH:5]=[C:6]([CH2:12][P+](C2C=CC=CC=2)(C2C=CC=CC=2)C2C=CC=CC=2)[CH:7]=[CH:8][C:9]=1[O:10][CH3:11].[Li]CCCC.[CH:37]([C:40]1[CH:41]=[C:42]([CH:46]([CH3:50])[CH2:47][CH:48]=O)[CH:43]=[CH:44][CH:45]=1)([CH3:39])[CH3:38].O.